Task: Predict the reactants needed to synthesize the given product.. Dataset: Full USPTO retrosynthesis dataset with 1.9M reactions from patents (1976-2016) (1) Given the product [F:54][C:55]([F:60])([F:59])[C:56]([OH:58])=[O:57].[CH2:44]([C:46]1[S:50][CH:49]=[C:48]([C:51]([N:29]2[CH2:30][C:31]3([CH2:32][CH2:33][NH:34][CH2:35][CH2:36]3)[O:26][CH2:27][CH2:28]2)=[O:52])[CH:47]=1)[CH3:45], predict the reactants needed to synthesize it. The reactants are: CN(C(ON1N=NC2C=CC=NC1=2)=[N+](C)C)C.F[P-](F)(F)(F)(F)F.Cl.[O:26]1[C:31]2([CH2:36][CH2:35][N:34](C(OC(C)(C)C)=O)[CH2:33][CH2:32]2)[CH2:30][NH:29][CH2:28][CH2:27]1.[CH2:44]([C:46]1[S:50][CH:49]=[C:48]([C:51](O)=[O:52])[CH:47]=1)[CH3:45].[F:54][C:55]([F:60])([F:59])[C:56]([OH:58])=[O:57]. (2) Given the product [C:1]([O:6][CH3:7])(=[O:5])[CH:2]=[CH2:3].[C:8]([NH2:12])(=[O:11])[CH:9]=[CH2:10], predict the reactants needed to synthesize it. The reactants are: [C:1]([O:6][CH3:7])(=[O:5])[C:2](C)=[CH2:3].[C:8]([NH2:12])(=[O:11])[CH:9]=[CH2:10].C(OC)(=O)C(C)=C.C(N)(=O)C=C.S(OOS([O-])(=O)=O)([O-])(=O)=O.[K+].[K+]. (3) Given the product [C:29]1([CH2:28][O:35][CH2:36][CH2:37]/[CH:38]=[CH:13]\[C:11]2[N:10]=[CH:9][N:8]([C:7]([C:1]3[CH:6]=[CH:5][CH:4]=[CH:3][CH:2]=3)([C:15]3[CH:16]=[CH:17][CH:18]=[CH:19][CH:20]=3)[C:21]3[CH:26]=[CH:25][CH:24]=[CH:23][CH:22]=3)[CH:12]=2)[CH:30]=[CH:31][CH:32]=[CH:33][CH:34]=1, predict the reactants needed to synthesize it. The reactants are: [C:1]1([C:7]([C:21]2[CH:26]=[CH:25][CH:24]=[CH:23][CH:22]=2)([C:15]2[CH:20]=[CH:19][CH:18]=[CH:17][CH:16]=2)[N:8]2[CH:12]=[C:11]([CH:13]=O)[N:10]=[CH:9]2)[CH:6]=[CH:5][CH:4]=[CH:3][CH:2]=1.[Br-].[CH2:28]([O:35][CH2:36][CH2:37][CH2:38][P+](C1C=CC=CC=1)(C1C=CC=CC=1)C1C=CC=CC=1)[C:29]1[CH:34]=[CH:33][CH:32]=[CH:31][CH:30]=1.CC(C)([O-])C.[K+].